From a dataset of NCI-60 drug combinations with 297,098 pairs across 59 cell lines. Regression. Given two drug SMILES strings and cell line genomic features, predict the synergy score measuring deviation from expected non-interaction effect. (1) Drug 1: CCC1(CC2CC(C3=C(CCN(C2)C1)C4=CC=CC=C4N3)(C5=C(C=C6C(=C5)C78CCN9C7C(C=CC9)(C(C(C8N6C=O)(C(=O)OC)O)OC(=O)C)CC)OC)C(=O)OC)O.OS(=O)(=O)O. Drug 2: CC(C)CN1C=NC2=C1C3=CC=CC=C3N=C2N. Cell line: OVCAR-5. Synergy scores: CSS=-1.95, Synergy_ZIP=2.53, Synergy_Bliss=3.11, Synergy_Loewe=-2.55, Synergy_HSA=-2.17. (2) Drug 1: CC1CCC2CC(C(=CC=CC=CC(CC(C(=O)C(C(C(=CC(C(=O)CC(OC(=O)C3CCCCN3C(=O)C(=O)C1(O2)O)C(C)CC4CCC(C(C4)OC)O)C)C)O)OC)C)C)C)OC. Drug 2: CC1=C(C(=CC=C1)Cl)NC(=O)C2=CN=C(S2)NC3=CC(=NC(=N3)C)N4CCN(CC4)CCO. Cell line: ACHN. Synergy scores: CSS=14.9, Synergy_ZIP=-0.365, Synergy_Bliss=7.86, Synergy_Loewe=4.94, Synergy_HSA=5.04. (3) Drug 1: CNC(=O)C1=CC=CC=C1SC2=CC3=C(C=C2)C(=NN3)C=CC4=CC=CC=N4. Drug 2: CN(C)N=NC1=C(NC=N1)C(=O)N. Cell line: U251. Synergy scores: CSS=15.7, Synergy_ZIP=-5.34, Synergy_Bliss=-1.71, Synergy_Loewe=-18.2, Synergy_HSA=1.17. (4) Drug 1: C(=O)(N)NO. Drug 2: C1CN(P(=O)(OC1)NCCCl)CCCl. Cell line: SNB-75. Synergy scores: CSS=0.164, Synergy_ZIP=0.269, Synergy_Bliss=-0.778, Synergy_Loewe=1.97, Synergy_HSA=-1.54. (5) Drug 1: CC1=C2C(C(=O)C3(C(CC4C(C3C(C(C2(C)C)(CC1OC(=O)C(C(C5=CC=CC=C5)NC(=O)C6=CC=CC=C6)O)O)OC(=O)C7=CC=CC=C7)(CO4)OC(=O)C)O)C)OC(=O)C. Drug 2: CC1C(C(CC(O1)OC2CC(CC3=C2C(=C4C(=C3O)C(=O)C5=C(C4=O)C(=CC=C5)OC)O)(C(=O)CO)O)N)O.Cl. Cell line: PC-3. Synergy scores: CSS=25.5, Synergy_ZIP=-5.71, Synergy_Bliss=-4.62, Synergy_Loewe=-3.39, Synergy_HSA=-1.11. (6) Drug 1: CC1C(C(CC(O1)OC2CC(CC3=C2C(=C4C(=C3O)C(=O)C5=C(C4=O)C(=CC=C5)OC)O)(C(=O)C)O)N)O.Cl. Drug 2: CC(C)NC(=O)C1=CC=C(C=C1)CNNC.Cl. Cell line: NCI-H522. Synergy scores: CSS=22.3, Synergy_ZIP=-3.44, Synergy_Bliss=4.84, Synergy_Loewe=-16.8, Synergy_HSA=3.70.